From a dataset of Full USPTO retrosynthesis dataset with 1.9M reactions from patents (1976-2016). Predict the reactants needed to synthesize the given product. (1) Given the product [CH3:7][C:4]1[S:3][C:2]2=[N:1][C:12]([CH3:14])=[C:11]([C:10]([O:9][CH3:8])=[O:16])[N:6]2[CH:5]=1, predict the reactants needed to synthesize it. The reactants are: [NH2:1][C:2]1[S:3][C:4]([CH3:7])=[CH:5][N:6]=1.[CH3:8][O:9][C:10](=[O:16])[CH:11](Cl)[C:12]([CH3:14])=O. (2) Given the product [C:20]([C:5]1[CH:6]=[C:7]([C:10]2[CH:11]=[C:12]([CH:17]=[CH:18][N:19]=2)[C:13]([O:15][CH3:16])=[O:14])[CH:8]=[CH:9][C:4]=1[N:1]1[CH:23]=[C:22]([C:24]2[CH:29]=[CH:28][CH:27]=[CH:26][CH:25]=2)[N:3]=[N:2]1)#[N:21], predict the reactants needed to synthesize it. The reactants are: [N:1]([C:4]1[CH:9]=[CH:8][C:7]([C:10]2[CH:11]=[C:12]([CH:17]=[CH:18][N:19]=2)[C:13]([O:15][CH3:16])=[O:14])=[CH:6][C:5]=1[C:20]#[N:21])=[N+:2]=[N-:3].[C:22]([C:24]1[CH:29]=[CH:28][CH:27]=[CH:26][CH:25]=1)#[CH:23].CC(O)C. (3) Given the product [CH3:1][O:2][C:3]1[CH:20]=[CH:19][C:6]([C:7]2[C:9]3[C:10](=[CH:14][CH:15]=[C:16]([CH3:18])[CH:17]=3)[C:11](=[O:12])[NH:23][N:22]=2)=[CH:5][CH:4]=1, predict the reactants needed to synthesize it. The reactants are: [CH3:1][O:2][C:3]1[CH:20]=[CH:19][C:6]([C:7]([C:9]2[CH:17]=[C:16]([CH3:18])[CH:15]=[CH:14][C:10]=2[C:11](O)=[O:12])=O)=[CH:5][CH:4]=1.O.[NH2:22][NH2:23]. (4) Given the product [C:1]([O:5][C:6](=[O:19])[NH:7][CH2:8][C@@H:9]1[CH2:11][C@H:10]1[C:12]1[CH:13]=[C:14]([C:25]2[CH:26]=[CH:27][C:22]([C:21]([F:32])([F:31])[F:20])=[CH:23][CH:24]=2)[CH:15]=[CH:16][CH:17]=1)([CH3:4])([CH3:3])[CH3:2], predict the reactants needed to synthesize it. The reactants are: [C:1]([O:5][C:6](=[O:19])[NH:7][CH2:8][C@@H:9]1[CH2:11][C@H:10]1[C:12]1[CH:17]=[CH:16][CH:15]=[C:14](Br)[CH:13]=1)([CH3:4])([CH3:3])[CH3:2].[F:20][C:21]([F:32])([F:31])[C:22]1[CH:27]=[CH:26][C:25](B(O)O)=[CH:24][CH:23]=1.C([O-])([O-])=O.[K+].[K+]. (5) Given the product [Cl:25][C:26]1[CH:31]=[CH:30][C:29]([CH2:32][NH:33][C:15](=[O:17])[CH2:14][C@@H:13]2[CH2:12][CH:11]=[CH:10][CH2:9][CH2:8][C:7](=[O:18])[O:6][C@H:5]([C:19]3[CH:24]=[CH:23][CH:22]=[CH:21][CH:20]=3)[CH2:4][NH:3][C:2]2=[O:1])=[CH:28][CH:27]=1, predict the reactants needed to synthesize it. The reactants are: [O:1]=[C:2]1[C@H:13]([CH2:14][C:15]([OH:17])=O)[CH2:12][CH:11]=[CH:10][CH2:9][CH2:8][C:7](=[O:18])[O:6][C@H:5]([C:19]2[CH:24]=[CH:23][CH:22]=[CH:21][CH:20]=2)[CH2:4][NH:3]1.[Cl:25][C:26]1[CH:31]=[CH:30][C:29]([CH2:32][NH2:33])=[CH:28][CH:27]=1. (6) Given the product [CH2:1]([O:3][C:4](=[O:13])[CH2:5][C:6]1[C:10]([CH3:11])=[N:16][N:15]([CH3:14])[C:7]=1[CH3:8])[CH3:2], predict the reactants needed to synthesize it. The reactants are: [CH2:1]([O:3][C:4](=[O:13])[CH2:5][CH:6]([C:10](=O)[CH3:11])[C:7](=O)[CH3:8])[CH3:2].[CH3:14][NH:15][NH2:16]. (7) Given the product [Cl:22][C:17]1[CH:16]=[C:15]([NH:14][C:5]2[C:4]3[C:9](=[CH:10][CH:11]=[C:2]([NH:1][CH2:10][C:11]4[C:2]([C:24]5[S:23][CH:27]=[CH:26][CH:25]=5)=[N:1][NH:37][CH:36]=4)[CH:3]=3)[N:8]=[CH:7][C:6]=2[C:12]#[N:13])[CH:20]=[CH:19][C:18]=1[F:21], predict the reactants needed to synthesize it. The reactants are: [NH2:1][C:2]1[CH:3]=[C:4]2[C:9](=[CH:10][CH:11]=1)[N:8]=[CH:7][C:6]([C:12]#[N:13])=[C:5]2[NH:14][C:15]1[CH:20]=[CH:19][C:18]([F:21])=[C:17]([Cl:22])[CH:16]=1.[S:23]1[CH:27]=[CH:26][CH:25]=[C:24]1N1C=C(C=O)C=N1.[BH3-][C:36]#[N:37].[Na+].